From a dataset of Full USPTO retrosynthesis dataset with 1.9M reactions from patents (1976-2016). Predict the reactants needed to synthesize the given product. (1) Given the product [CH3:1][O:2][C:3](=[O:33])[CH2:4][C@H:5]1[C:9]2[CH:10]=[CH:11][C:12]([O:14][C@H:15]3[C:23]4[C:18](=[C:19]([C:35]5[CH:40]=[CH:39][CH:38]=[CH:37][C:36]=5[CH3:41])[CH:20]=[CH:21][CH:22]=4)[CH2:17][CH2:16]3)=[CH:13][C:8]=2[O:7][CH2:6]1, predict the reactants needed to synthesize it. The reactants are: [CH3:1][O:2][C:3](=[O:33])[CH2:4][C@H:5]1[C:9]2[CH:10]=[CH:11][C:12]([O:14][C@H:15]3[C:23]4[C:18](=[C:19](B5OC(C)(C)C(C)(C)O5)[CH:20]=[CH:21][CH:22]=4)[CH2:17][CH2:16]3)=[CH:13][C:8]=2[O:7][CH2:6]1.Br[C:35]1[CH:40]=[CH:39][CH:38]=[CH:37][C:36]=1[CH3:41]. (2) Given the product [Cl:61][C:45]1[C:46]([NH:48][C:49]2[CH:54]=[CH:53][CH:52]=[CH:51][C:50]=2[S:55]([N:58]([CH3:60])[CH3:59])(=[O:57])=[O:56])=[N:47][C:42]([NH:19][C:17]2[CH:16]=[CH:15][C:12]3[CH2:13][CH2:14][N:8]([CH2:7][CH:2]4[CH2:3][O:4][CH2:5][CH2:6][O:1]4)[CH2:9][CH2:10][C:11]=3[CH:18]=2)=[N:43][CH:44]=1, predict the reactants needed to synthesize it. The reactants are: [O:1]1[CH2:6][CH2:5][O:4][CH2:3][CH:2]1[CH2:7][N:8]1[CH2:14][CH2:13][C:12]2[CH:15]=[CH:16][C:17]([NH2:19])=[CH:18][C:11]=2[CH2:10][CH2:9]1.O1CCOCC1CN1CCC2C=C(OC)C(N)=CC=2CC1.Cl[C:42]1[N:47]=[C:46]([NH:48][C:49]2[CH:54]=[CH:53][CH:52]=[CH:51][C:50]=2[S:55]([N:58]([CH3:60])[CH3:59])(=[O:57])=[O:56])[C:45]([Cl:61])=[CH:44][N:43]=1. (3) Given the product [C:3]1([C:9]2[N:10]=[C:11]([CH:14]3[CH2:19][CH2:18][NH:17][CH2:16][CH2:15]3)[S:12][CH:13]=2)[CH:4]=[CH:5][CH:6]=[CH:7][CH:8]=1, predict the reactants needed to synthesize it. The reactants are: Cl.Cl.[C:3]1([C:9]2[N:10]=[C:11]([CH:14]3[CH2:19][CH2:18][NH:17][CH2:16][CH2:15]3)[S:12][CH:13]=2)[CH:8]=[CH:7][CH:6]=[CH:5][CH:4]=1. (4) Given the product [CH3:1][O:2][C:3]([C:5]1[C:13]([NH:14][C:15]2[CH:20]=[CH:19][C:18]([I:32])=[CH:17][C:16]=2[CH3:21])=[C:12]([F:22])[C:8]2[NH:9][CH:10]=[N:11][C:7]=2[CH:6]=1)=[O:4], predict the reactants needed to synthesize it. The reactants are: [CH3:1][O:2][C:3]([C:5]1[C:13]([NH:14][C:15]2[CH:20]=[CH:19][CH:18]=[CH:17][C:16]=2[CH3:21])=[C:12]([F:22])[C:8]2[NH:9][CH:10]=[N:11][C:7]=2[CH:6]=1)=[O:4].CO.C1C(=O)N([I:32])C(=O)C1.CC1C=CC(S(O)(=O)=O)=CC=1.O. (5) The reactants are: FC(F)(F)S(O[C:7]1[CH:18]=[C:17]([Cl:19])[C:10]2[C:11]([CH:14]3[CH2:16][CH2:15]3)=[N:12][O:13][C:9]=2[CH:8]=1)(=O)=O.[C:22](=[O:29])([O:24][C:25]([CH3:28])([CH3:27])[CH3:26])[NH2:23].CC([O-])(C)C.[Na+].C(P(C(C)(C)C)C1C=CC=CC=1C1C(C(C)C)=CC(C(C)C)=CC=1C(C)C)(C)(C)C. Given the product [C:25]([O:24][C:22](=[O:29])[NH:23][C:7]1[CH:18]=[C:17]([Cl:19])[C:10]2[C:11]([CH:14]3[CH2:16][CH2:15]3)=[N:12][O:13][C:9]=2[CH:8]=1)([CH3:28])([CH3:27])[CH3:26], predict the reactants needed to synthesize it.